From a dataset of Catalyst prediction with 721,799 reactions and 888 catalyst types from USPTO. Predict which catalyst facilitates the given reaction. (1) The catalyst class is: 18. Reactant: [Cl:1][C:2]1[C:9]([N+:10]([O-])=O)=[CH:8][CH:7]=[C:6]([Cl:13])[C:3]=1[C:4]#[N:5].[OH-].[Na+]. Product: [NH2:10][C:9]1[C:2]([Cl:1])=[C:3]([C:6]([Cl:13])=[CH:7][CH:8]=1)[C:4]#[N:5]. (2) The catalyst class is: 13. Reactant: [F:1][C:2]1[CH:15]=[CH:14][C:5]([CH2:6][C:7]2[CH:12]=[CH:11][CH:10]=[CH:9][C:8]=2[OH:13])=[CH:4][CH:3]=1.[CH3:16]N(C=O)C.C(=O)([O-])[O-].[K+].[K+].CI. Product: [F:1][C:2]1[CH:3]=[CH:4][C:5]([CH2:6][C:7]2[CH:12]=[CH:11][CH:10]=[CH:9][C:8]=2[O:13][CH3:16])=[CH:14][CH:15]=1. (3) Reactant: [C:1]1([C:7]2[S:8][CH:9]=[CH:10][C:11]=2[C:12]([O:14][CH3:15])=[O:13])[CH:6]=[CH:5][CH:4]=[CH:3][CH:2]=1.C1C(=O)N([Cl:23])C(=O)C1.Cl(O)(=O)(=O)=O.O. Product: [Cl:23][C:9]1[S:8][C:7]([C:1]2[CH:2]=[CH:3][CH:4]=[CH:5][CH:6]=2)=[C:11]([C:12]([O:14][CH3:15])=[O:13])[CH:10]=1. The catalyst class is: 22. (4) Reactant: [CH3:1][C:2]([OH:5])([CH3:4])[CH3:3].Cl[S:7]([N:10]=[C:11]=[O:12])(=[O:9])=[O:8].[Cl:13][C:14]1[C:15]([C:36]([NH:38][CH2:39][CH:40]2[CH2:45][CH2:44][CH2:43][CH2:42][CH2:41]2)=[O:37])=[C:16]2[C:21](=[CH:22][CH:23]=1)[N:20]=[C:19]([N:24]1[CH2:28][CH2:27][C@H:26]([NH:29][CH2:30][C:31]([O:33][CH2:34][CH3:35])=[O:32])[CH2:25]1)[CH:18]=[CH:17]2.C(N(CC)CC)C. Product: [Cl:13][C:14]1[C:15]([C:36]([NH:38][CH2:39][CH:40]2[CH2:41][CH2:42][CH2:43][CH2:44][CH2:45]2)=[O:37])=[C:16]2[C:21](=[CH:22][CH:23]=1)[N:20]=[C:19]([N:24]1[CH2:28][CH2:27][C@H:26]([N:29]([S:7]([NH:10][C:11]([O:5][C:2]([CH3:4])([CH3:3])[CH3:1])=[O:12])(=[O:9])=[O:8])[CH2:30][C:31]([O:33][CH2:34][CH3:35])=[O:32])[CH2:25]1)[CH:18]=[CH:17]2. The catalyst class is: 46. (5) Reactant: ClCCl.[C:4]([C:8]1[CH:9]=[C:10]([NH:21][C:22]([NH:24][C@@H:25]2[C:34]3[C:29](=[CH:30][CH:31]=[CH:32][CH:33]=3)[C@H:28]([O:35][C:36]3[CH:37]=[CH:38][C:39]4[N:40]([C:42]([N:45]5[CH2:50][CH2:49][CH2:48][CH2:47][C@@H:46]5[CH3:51])=[N:43][N:44]=4)[CH:41]=3)[CH2:27][CH2:26]2)=[O:23])[N:11]([C:13]2[CH:18]=[CH:17][C:16]([CH2:19][OH:20])=[CH:15][CH:14]=2)[N:12]=1)([CH3:7])([CH3:6])[CH3:5].CC(OI1(OC(C)=O)(OC(C)=O)OC(=O)C2C=CC=CC1=2)=O.S(S([O-])=O)([O-])(=O)=O.[Na+].[Na+].C([O-])(O)=O.[Na+]. Product: [C:4]([C:8]1[CH:9]=[C:10]([NH:21][C:22]([NH:24][C@@H:25]2[C:34]3[C:29](=[CH:30][CH:31]=[CH:32][CH:33]=3)[C@H:28]([O:35][C:36]3[CH:37]=[CH:38][C:39]4[N:40]([C:42]([N:45]5[CH2:50][CH2:49][CH2:48][CH2:47][C@@H:46]5[CH3:51])=[N:43][N:44]=4)[CH:41]=3)[CH2:27][CH2:26]2)=[O:23])[N:11]([C:13]2[CH:18]=[CH:17][C:16]([CH:19]=[O:20])=[CH:15][CH:14]=2)[N:12]=1)([CH3:7])([CH3:5])[CH3:6]. The catalyst class is: 34. (6) Reactant: CI.[CH:3]1[C:19]2[C:18]3CC4[C:15]5[CH:20]=[CH:21][CH:22]=[CH:23][C:14]=5[CH:13]=[CH:12][C:11]=4[C:10]=3[CH:9]=[CH:8][C:7]=2[CH:6]=[CH:5][CH:4]=1.[CH3:24][C:25]([CH3:28])([O-])[CH3:26].[K+].CS(C)=O. Product: [CH3:24][C:25]1([CH3:28])[C:18]2[C:19]3[CH:3]=[CH:4][CH:5]=[CH:6][C:7]=3[CH:8]=[CH:9][C:10]=2[C:11]2[CH:12]=[CH:13][C:14]3[CH:15]=[CH:20][CH:21]=[CH:22][C:23]=3[C:26]1=2. The catalyst class is: 6. (7) The catalyst class is: 19. Product: [NH:8]1[CH2:9][CH2:10][CH:11]([N:14]2[CH2:20][CH2:19][C:18]3[CH:21]=[CH:22][CH:23]=[CH:24][C:17]=3[NH:16][C:15]2=[O:25])[CH2:12][CH2:13]1. Reactant: C1(C[N:8]2[CH2:13][CH2:12][CH:11]([N:14]3[CH2:20][CH2:19][C:18]4[CH:21]=[CH:22][CH:23]=[CH:24][C:17]=4[NH:16][C:15]3=[O:25])[CH2:10][CH2:9]2)C=CC=CC=1.[H][H].